From a dataset of Catalyst prediction with 721,799 reactions and 888 catalyst types from USPTO. Predict which catalyst facilitates the given reaction. (1) Reactant: [F:1][C:2]1[CH:7]=[CH:6][CH:5]=[CH:4][C:3]=1[N:8]1[C:16]2[C:11](=[C:12]([N:17]3[CH2:24][C@H:23]4[C@H:19]([CH2:20][NH:21][CH2:22]4)[C:18]3=[O:25])[CH:13]=[CH:14][CH:15]=2)[CH:10]=[N:9]1.[OH:26][C:27]([CH3:32])([CH3:31])[C:28](O)=[O:29].C(N=C=NCCCN(C)C)C.ON=C(C#N)C(OCC)=O. Product: [F:1][C:2]1[CH:7]=[CH:6][CH:5]=[CH:4][C:3]=1[N:8]1[C:16]2[C:11](=[C:12]([N:17]3[CH2:24][C@H:23]4[C@H:19]([CH2:20][N:21]([C:28](=[O:29])[C:27]([OH:26])([CH3:32])[CH3:31])[CH2:22]4)[C:18]3=[O:25])[CH:13]=[CH:14][CH:15]=2)[CH:10]=[N:9]1. The catalyst class is: 17. (2) Reactant: N1C=CN=C1.[C:6]([Si:10]([CH3:13])([CH3:12])Cl)([CH3:9])([CH3:8])[CH3:7].[CH2:14]([OH:17])[C:15]#[CH:16]. Product: [C:6]([Si:10]([CH3:13])([CH3:12])[O:17][CH2:14][C:15]#[CH:16])([CH3:9])([CH3:8])[CH3:7]. The catalyst class is: 2.